This data is from Forward reaction prediction with 1.9M reactions from USPTO patents (1976-2016). The task is: Predict the product of the given reaction. (1) Given the reactants [Br:1][C:2]1[CH:3]=[CH:4][C:5]([N:8]2[C:12]([C:13]([O:15][CH2:16]C)=O)=[CH:11][C:10]([CH:18]3[CH2:20][CH2:19]3)=[N:9]2)=[N:6][CH:7]=1.C1(C(=O)CC(=NOC)C(OCC)=[O:28])CC1.COCCO.BrC1C=C[C:45]([NH:48][NH2:49])=NC=1, predict the reaction product. The product is: [Br:1][C:2]1[CH:3]=[CH:4][C:5]([N:8]2[C:12]([C:13]3[O:15][C:16](=[O:28])[N:48]([CH3:45])[N:49]=3)=[CH:11][C:10]([CH:18]3[CH2:20][CH2:19]3)=[N:9]2)=[N:6][CH:7]=1. (2) Given the reactants [CH2:1]([C:3]1[CH:8]=[C:7]([CH3:9])[CH:6]=[C:5]([CH2:10][CH3:11])[C:4]=1[C:12](=[O:18])[C:13]([O:15]CC)=[O:14])[CH3:2].[OH-].[Na+], predict the reaction product. The product is: [CH2:10]([C:5]1[CH:6]=[C:7]([CH3:9])[CH:8]=[C:3]([CH2:1][CH3:2])[C:4]=1[C:12](=[O:18])[C:13]([OH:15])=[O:14])[CH3:11]. (3) Given the reactants [CH2:1]([C:5]1[CH:10]=[CH:9][C:8]([C:11]#[C:12][C:13]2[CH:33]=[CH:32][C:16]([CH2:17][NH:18][CH2:19][C:20]3[CH:31]=[CH:30][C:23]([O:24][CH2:25][C:26]([O:28][CH3:29])=[O:27])=[CH:22][CH:21]=3)=[CH:15][CH:14]=2)=[CH:7][CH:6]=1)[CH2:2][CH2:3][CH3:4].[S:34]1[CH:38]=[CH:37][CH:36]=[C:35]1[S:39](Cl)(=[O:41])=[O:40], predict the reaction product. The product is: [CH2:1]([C:5]1[CH:6]=[CH:7][C:8]([C:11]#[C:12][C:13]2[CH:14]=[CH:15][C:16]([CH2:17][N:18]([CH2:19][C:20]3[CH:21]=[CH:22][C:23]([O:24][CH2:25][C:26]([O:28][CH3:29])=[O:27])=[CH:30][CH:31]=3)[S:39]([C:35]3[S:34][CH:38]=[CH:37][CH:36]=3)(=[O:41])=[O:40])=[CH:32][CH:33]=2)=[CH:9][CH:10]=1)[CH2:2][CH2:3][CH3:4]. (4) Given the reactants [Br:1][C:2]1[CH:7]=[C:6]([N+:8]([O-:10])=[O:9])[C:5]([NH2:11])=[C:4]([CH3:12])[CH:3]=1.[C:13]([CH2:17][C:18](Cl)=[O:19])([CH3:16])([CH3:15])[CH3:14].O, predict the reaction product. The product is: [Br:1][C:2]1[CH:7]=[C:6]([N+:8]([O-:10])=[O:9])[C:5]([NH:11][C:18](=[O:19])[CH2:17][C:13]([CH3:16])([CH3:15])[CH3:14])=[C:4]([CH3:12])[CH:3]=1. (5) Given the reactants [CH:1]([C:4]1[C:8]([CH2:9][CH2:10][CH2:11][OH:12])=[CH:7][N:6]([C:13]2[CH:18]=[CH:17][C:16]([C:19]([F:22])([F:21])[F:20])=[CH:15][N:14]=2)[N:5]=1)([CH3:3])[CH3:2].O[C:24]1[C:29]([CH2:30][C:31]([O:33]C)=[O:32])=[C:28]([O:35][CH3:36])[CH:27]=[CH:26][CH:25]=1.C(P(CCCC)CCCC)CCC.N(C(N1CCCCC1)=O)=NC(N1CCCCC1)=O, predict the reaction product. The product is: [CH:1]([C:4]1[C:8]([CH2:9][CH2:10][CH2:11][O:12][C:24]2[CH:25]=[CH:26][CH:27]=[C:28]([O:35][CH3:36])[C:29]=2[CH2:30][C:31]([OH:33])=[O:32])=[CH:7][N:6]([C:13]2[CH:18]=[CH:17][C:16]([C:19]([F:21])([F:20])[F:22])=[CH:15][N:14]=2)[N:5]=1)([CH3:3])[CH3:2]. (6) Given the reactants Cl[C:2]1[N:7]=[CH:6][C:5]([O:8][CH2:9][C@@H:10]([NH:21]C(=O)OC(C)(C)C)[CH2:11][C:12]2[C:20]3[C:15](=[CH:16][CH:17]=[CH:18][CH:19]=3)[NH:14][CH:13]=2)=[CH:4][C:3]=1[C:29]1[N:34]=[C:33]2[C:35]([CH3:38])=[N:36][NH:37][C:32]2=[CH:31][CH:30]=1.C(O)(C(F)(F)F)=O.Cl.[O:47]1[CH2:52][CH2:51]O[CH2:49][CH2:48]1, predict the reaction product. The product is: [O:47]1[CH:52]=[CH:51][C:49]([C:2]2[N:7]=[CH:6][C:5]([O:8][CH2:9][C@@H:10]([NH2:21])[CH2:11][C:12]3[C:20]4[C:15](=[CH:16][CH:17]=[CH:18][CH:19]=4)[NH:14][CH:13]=3)=[CH:4][C:3]=2[C:29]2[N:34]=[C:33]3[C:35]([CH3:38])=[N:36][NH:37][C:32]3=[CH:31][CH:30]=2)=[CH:48]1. (7) Given the reactants Br[C:2]1[C:7]2[NH:8][C:9]3[CH:10]=[C:11]([Cl:15])[CH:12]=[CH:13][C:14]=3[C:6]=2[C:5]([OH:16])=[N:4][CH:3]=1.[CH3:17][N:18]1C(=O)CCC1, predict the reaction product. The product is: [OH:16][C:5]1[C:6]2[C:14]3[CH:13]=[CH:12][C:11]([Cl:15])=[CH:10][C:9]=3[NH:8][C:7]=2[C:2]([C:17]#[N:18])=[CH:3][N:4]=1.